Dataset: Catalyst prediction with 721,799 reactions and 888 catalyst types from USPTO. Task: Predict which catalyst facilitates the given reaction. Reactant: [OH-].[K+].[CH2:3]([O:10][C:11]1[CH:12]=[C:13]2[C:17](=[CH:18][CH:19]=1)[NH:16][CH:15]=[CH:14]2)[C:4]1[CH:9]=[CH:8][CH:7]=[CH:6][CH:5]=1.[CH3:20][N:21]1[CH2:26][CH2:25][C:24](=O)[CH2:23][CH2:22]1. Product: [CH2:3]([O:10][C:11]1[CH:12]=[C:13]2[C:17](=[CH:18][CH:19]=1)[NH:16][CH:15]=[C:14]2[C:24]1[CH2:25][CH2:26][N:21]([CH3:20])[CH2:22][CH:23]=1)[C:4]1[CH:5]=[CH:6][CH:7]=[CH:8][CH:9]=1. The catalyst class is: 5.